From a dataset of Catalyst prediction with 721,799 reactions and 888 catalyst types from USPTO. Predict which catalyst facilitates the given reaction. (1) Reactant: [S:1](O[S:1]([C:4]([F:7])([F:6])[F:5])(=[O:3])=[O:2])([C:4]([F:7])([F:6])[F:5])(=[O:3])=[O:2].N1C=CC=CC=1.[NH2:22][C:23]1[CH:28]=[C:27]([C:29]2[S:30][CH:31]=[C:32]([C:34]3[CH:39]=[CH:38][C:37]([NH:40][S:41]([C:44]([F:47])([F:46])[F:45])(=[O:43])=[O:42])=[CH:36][C:35]=3[Cl:48])[N:33]=2)[CH:26]=[CH:25][N:24]=1. Product: [Cl:48][C:35]1[CH:36]=[C:37]([NH:40][S:41]([C:44]([F:46])([F:47])[F:45])(=[O:43])=[O:42])[CH:38]=[CH:39][C:34]=1[C:32]1[N:33]=[C:29]([C:27]2[CH:26]=[CH:25][N:24]=[C:23]([NH:22][S:1]([C:4]([F:7])([F:6])[F:5])(=[O:3])=[O:2])[CH:28]=2)[S:30][CH:31]=1. The catalyst class is: 2. (2) Reactant: Cl[C:2]1[CH:7]=[C:6]([NH2:8])[N:5]2[N:9]=[CH:10][C:11]([CH2:12][C:13]3[CH:18]=[CH:17][CH:16]=[C:15]([Cl:19])[C:14]=3[Cl:20])=[C:4]2[N:3]=1.[NH:21]1[CH2:26][CH2:25][O:24][CH2:23][CH2:22]1.O. Product: [Cl:20][C:14]1[C:15]([Cl:19])=[CH:16][CH:17]=[CH:18][C:13]=1[CH2:12][C:11]1[CH:10]=[N:9][N:5]2[C:6]([NH2:8])=[CH:7][C:2]([N:21]3[CH2:26][CH2:25][O:24][CH2:23][CH2:22]3)=[N:3][C:4]=12. The catalyst class is: 8. (3) Reactant: C([BH3-])#N.[Na+].[N:5]1([CH2:10][CH2:11][CH2:12][C:13]2[C:21]3[C:16](=[CH:17][CH:18]=[CH:19][CH:20]=3)[NH:15][CH:14]=2)[CH2:9][CH2:8][CH2:7][CH2:6]1. Product: [N:5]1([CH2:10][CH2:11][CH2:12][CH:13]2[C:21]3[C:16](=[CH:17][CH:18]=[CH:19][CH:20]=3)[NH:15][CH2:14]2)[CH2:6][CH2:7][CH2:8][CH2:9]1. The catalyst class is: 15. (4) Reactant: Br[CH:2]([C:15]1[CH:20]=[CH:19][C:18]([F:21])=[CH:17][CH:16]=1)[C:3]([C:5]1[C:13]2[C:8](=[C:9]([CH3:14])[CH:10]=[CH:11][CH:12]=2)[NH:7][CH:6]=1)=[O:4].[CH3:22][O:23][C:24]1[CH:25]=[C:26]([CH:28]=[C:29]([O:31][CH3:32])[CH:30]=1)[NH2:27]. Product: [CH3:32][O:31][C:29]1[CH:28]=[C:26]([NH:27][CH:2]([C:15]2[CH:20]=[CH:19][C:18]([F:21])=[CH:17][CH:16]=2)[C:3]([C:5]2[C:13]3[C:8](=[C:9]([CH3:14])[CH:10]=[CH:11][CH:12]=3)[NH:7][CH:6]=2)=[O:4])[CH:25]=[C:24]([O:23][CH3:22])[CH:30]=1. The catalyst class is: 115. (5) Reactant: [NH2:1][C:2]1[CH:7]=[CH:6][C:5]([S:8]([NH:11][C:12]2[S:13][C:14]([CH3:17])=[N:15][N:16]=2)(=[O:10])=[O:9])=[CH:4][CH:3]=1.[CH3:18][NH:19][C:20](Cl)=[O:21]. Product: [CH3:17][C:14]1[S:13][C:12]([NH:11][S:8]([C:5]2[CH:6]=[CH:7][C:2]([NH:1][C:20]([NH:19][CH3:18])=[O:21])=[CH:3][CH:4]=2)(=[O:10])=[O:9])=[N:16][N:15]=1. The catalyst class is: 17.